From a dataset of Catalyst prediction with 721,799 reactions and 888 catalyst types from USPTO. Predict which catalyst facilitates the given reaction. (1) Reactant: [O:1]1[CH2:6][CH2:5][CH2:4][O:3][CH:2]1[C:7]1[CH:12]=[CH:11][C:10]([OH:13])=[C:9]([N+:14]([O-])=O)[CH:8]=1. Product: [NH2:14][C:9]1[CH:8]=[C:7]([CH:2]2[O:1][CH2:6][CH2:5][CH2:4][O:3]2)[CH:12]=[CH:11][C:10]=1[OH:13]. The catalyst class is: 446. (2) Reactant: [F:1][C:2]1[CH:23]=[C:22]([F:24])[CH:21]=[C:20]([F:25])[C:3]=1[C:4]([NH:6][C:7]1[CH:12]=[CH:11][CH:10]=[C:9]([O:13][CH:14]2[CH2:19][CH2:18][NH:17][CH2:16][CH2:15]2)[N:8]=1)=[O:5].[CH:26](=O)[CH2:27][CH3:28].C(O)(=O)C. The catalyst class is: 1. Product: [F:25][C:20]1[CH:21]=[C:22]([F:24])[CH:23]=[C:2]([F:1])[C:3]=1[C:4]([NH:6][C:7]1[CH:12]=[CH:11][CH:10]=[C:9]([O:13][CH:14]2[CH2:15][CH2:16][N:17]([CH2:26][CH2:27][CH3:28])[CH2:18][CH2:19]2)[N:8]=1)=[O:5]. (3) Reactant: [F:1][C:2]1[C:11]2[O:10][CH2:9][CH:8]=[CH:7][C:6]=2[C:5]([C:12]([NH2:14])=[O:13])=[CH:4][CH:3]=1.[N:15]([O-:17])=[O:16].[Na+].[I-].[K+]. Product: [F:1][C:2]1[C:11]2[O:10][CH:9]=[C:8]([N+:15]([O-:17])=[O:16])[CH2:7][C:6]=2[C:5]([C:12]([NH2:14])=[O:13])=[CH:4][CH:3]=1. The catalyst class is: 13. (4) Reactant: [CH3:1][N:2]1[CH:6]=[C:5]([C:7]2[CH:12]=[C:11]([O:13][C:14]3[CH:15]=[CH:16][C:17]([NH2:20])=[N:18][CH:19]=3)[CH:10]=[CH:9][N:8]=2)[CH:4]=[N:3]1.N1C=CC=CC=1.[CH3:27][O:28][CH2:29][CH2:30][CH2:31][N:32]1[CH2:36][CH2:35][N:34]([C:37](Cl)=[O:38])[C:33]1=[O:40].O. Product: [CH3:27][O:28][CH2:29][CH2:30][CH2:31][N:32]1[CH2:36][CH2:35][N:34]([C:37]([NH:20][C:17]2[CH:16]=[CH:15][C:14]([O:13][C:11]3[CH:10]=[CH:9][N:8]=[C:7]([C:5]4[CH:4]=[N:3][N:2]([CH3:1])[CH:6]=4)[CH:12]=3)=[CH:19][N:18]=2)=[O:38])[C:33]1=[O:40]. The catalyst class is: 168. (5) Reactant: Br[C:2]1[CH:7]=[CH:6][C:5]([N:8]2[C:12]([CH2:13][C@@H:14]3[CH2:18][CH2:17][N:16]([C:19]([CH:21]4[CH2:23][CH2:22]4)=[O:20])[CH2:15]3)=[N:11][NH:10][C:9]2=[O:24])=[C:4]([Cl:25])[CH:3]=1.CC1(C)C(C)(C)OB([C:34]2[CH:35]=[C:36]3[C:40](=[CH:41][CH:42]=2)[NH:39][CH:38]=[CH:37]3)O1.C(=O)([O-])[O-].[K+].[K+]. Product: [Cl:25][C:4]1[CH:3]=[C:2]([C:34]2[CH:35]=[C:36]3[C:40](=[CH:41][CH:42]=2)[NH:39][CH:38]=[CH:37]3)[CH:7]=[CH:6][C:5]=1[N:8]1[C:12]([CH2:13][C@@H:14]2[CH2:18][CH2:17][N:16]([C:19]([CH:21]3[CH2:23][CH2:22]3)=[O:20])[CH2:15]2)=[N:11][NH:10][C:9]1=[O:24]. The catalyst class is: 70. (6) Reactant: [CH2:1]([O:3][C:4](=[O:19])[CH2:5][C:6]([C:8]1[CH:13]=[CH:12][C:11]([O:14][CH:15]([CH3:17])[CH3:16])=[C:10]([CH3:18])[CH:9]=1)=[O:7])[CH3:2].CI.[C:22](=O)([O-])[O-].[K+].[K+]. Product: [CH2:1]([O:3][C:4](=[O:19])[CH:5]([CH3:22])[C:6]([C:8]1[CH:13]=[CH:12][C:11]([O:14][CH:15]([CH3:16])[CH3:17])=[C:10]([CH3:18])[CH:9]=1)=[O:7])[CH3:2]. The catalyst class is: 21. (7) Reactant: [C:1]([C:5]1[CH:6]=[C:7]([NH:27][C:28]([NH:30][C@@H:31]2[C:40]3[C:35](=[CH:36][CH:37]=[CH:38][CH:39]=3)[C@H:34]([O:41][C:42]3[CH:43]=[CH:44][C:45]4[N:46]([C:48]([N:51]5[CH2:55][CH2:54][CH2:53][C@@H:52]5[CH3:56])=[N:49][N:50]=4)[CH:47]=3)[CH2:33][CH2:32]2)=[O:29])[N:8]([C:10]2[CH:15]=[CH:14][C:13]([Cl:16])=[C:12]([O:17][CH2:18][CH2:19][O:20]C3CCCCO3)[CH:11]=2)[N:9]=1)([CH3:4])([CH3:3])[CH3:2].C1(C)C=CC(S([O-])(=O)=O)=CC=1.[NH+]1C=CC=CC=1. Product: [C:1]([C:5]1[CH:6]=[C:7]([NH:27][C:28]([NH:30][C@@H:31]2[C:40]3[C:35](=[CH:36][CH:37]=[CH:38][CH:39]=3)[C@H:34]([O:41][C:42]3[CH:43]=[CH:44][C:45]4[N:46]([C:48]([N:51]5[CH2:55][CH2:54][CH2:53][C@@H:52]5[CH3:56])=[N:49][N:50]=4)[CH:47]=3)[CH2:33][CH2:32]2)=[O:29])[N:8]([C:10]2[CH:15]=[CH:14][C:13]([Cl:16])=[C:12]([O:17][CH2:18][CH2:19][OH:20])[CH:11]=2)[N:9]=1)([CH3:4])([CH3:2])[CH3:3]. The catalyst class is: 100.